From a dataset of Retrosynthesis with 50K atom-mapped reactions and 10 reaction types from USPTO. Predict the reactants needed to synthesize the given product. (1) Given the product CCS(=O)(=O)N1CCc2cc(Br)cc(F)c21, predict the reactants needed to synthesize it. The reactants are: CCS(=O)(=O)Cl.Fc1cc(Br)cc2c1NCC2. (2) Given the product COC(=O)[C@@H](NC(=O)c1cc2ccccc2cc1NC(=O)Nc1c(C)cc(C)cc1C)[C@@H](C)OC1CCC1, predict the reactants needed to synthesize it. The reactants are: COC(=O)[C@@H](NC(=O)c1cc2ccccc2cc1N)[C@@H](C)OC1CCC1.Cc1cc(C)c(N=C=O)c(C)c1. (3) Given the product CCCCCCCCOC(=O)NC(=N)c1ccc(NCc2nc3cc(C(=O)N(CCC(=O)OCC)c4ccccc4)ccc3n2C)cc1, predict the reactants needed to synthesize it. The reactants are: CCCCCCCCOC(=O)Cl.CCOC(=O)CCN(C(=O)c1ccc2c(c1)nc(CNc1ccc(C(=N)N)cc1)n2C)c1ccccc1. (4) Given the product CCCNc1nc(C(F)(F)F)ccc1C=CC(=O)N[C@H](C)c1cc(F)c(NS(C)(=O)=O)c(F)c1, predict the reactants needed to synthesize it. The reactants are: CCCNc1nc(C(F)(F)F)ccc1C=CC(=O)O.C[C@@H](N)c1cc(F)c(NS(C)(=O)=O)c(F)c1. (5) Given the product COC(=O)C(=Cc1cccc(OC(F)(F)F)c1)N=[N+]=[N-], predict the reactants needed to synthesize it. The reactants are: COC(=O)CN=[N+]=[N-].O=Cc1cccc(OC(F)(F)F)c1. (6) Given the product COc1cc2ncnc(Oc3ccc(OCC(=O)N4CCCCC4)cc3)c2cc1OC, predict the reactants needed to synthesize it. The reactants are: C1CCNCC1.COc1cc2ncnc(Oc3ccc(OCC(=O)O)cc3)c2cc1OC.